Task: Predict the product of the given reaction.. Dataset: Forward reaction prediction with 1.9M reactions from USPTO patents (1976-2016) (1) Given the reactants [C:1]([O:4][CH2:5][C:6]1[C:7]([N:13]2[CH:22]=[CH:21][C:20]3[C:15](=[C:16]([F:26])[CH:17]=[C:18]([CH:23]4[CH2:25][CH2:24]4)[CH:19]=3)[C:14]2=[O:27])=[N:8][CH:9]=[CH:10][C:11]=1Cl)(=[O:3])[CH3:2].[B:28]1(B2OC(C)(C)C(C)(C)O2)[O:32]C(C)(C)C(C)(C)[O:29]1.C(C1C=C(C(C)C)C=C(C(C)C)C=1C1C=CC=CC=1P(C1CCCCC1)C1CCCCC1)(C)C.C([O-])(=O)C.[K+], predict the reaction product. The product is: [C:1]([O:4][CH2:5][C:6]1[C:7]([N:13]2[CH:22]=[CH:21][C:20]3[C:15](=[C:16]([F:26])[CH:17]=[C:18]([CH:23]4[CH2:25][CH2:24]4)[CH:19]=3)[C:14]2=[O:27])=[N:8][CH:9]=[CH:10][C:11]=1[B:28]([OH:32])[OH:29])(=[O:3])[CH3:2]. (2) Given the reactants [CH3:1][C:2]1[N:3]=[C:4]([NH2:7])[S:5][CH:6]=1.Cl[C:9]1[CH:14]=[C:13]([S:15][C:16]2[CH:21]=[CH:20][CH:19]=[CH:18][C:17]=2[Cl:22])[CH:12]=[CH:11][N:10]=1.P([O-])([O-])([O-])=O.[K+].[K+].[K+], predict the reaction product. The product is: [Cl:22][C:17]1[CH:18]=[CH:19][CH:20]=[CH:21][C:16]=1[S:15][C:13]1[CH:12]=[CH:11][N:10]=[C:9]([NH:7][C:4]2[S:5][CH:6]=[C:2]([CH3:1])[N:3]=2)[CH:14]=1. (3) Given the reactants Cl[C:2]1[N:7]=[CH:6][C:5]([C:8]#[N:9])=[C:4]([NH:10][C:11]2[CH:16]=[C:15]([CH3:17])[CH:14]=[C:13]([CH3:18])[N:12]=2)[CH:3]=1.Cl.[NH2:20][CH2:21][C@@H:22]([NH:24][C:25](=[O:31])[O:26][C:27]([CH3:30])([CH3:29])[CH3:28])[CH3:23].C(=O)([O-])[O-].[Cs+].[Cs+].CC1(C)C2C(=C(P(C3C=CC=CC=3)C3C=CC=CC=3)C=CC=2)OC2C(P(C3C=CC=CC=3)C3C=CC=CC=3)=CC=CC1=2, predict the reaction product. The product is: [C:8]([C:5]1[C:4]([NH:10][C:11]2[CH:16]=[C:15]([CH3:17])[CH:14]=[C:13]([CH3:18])[N:12]=2)=[CH:3][C:2]([NH:20][CH2:21][C@@H:22]([NH:24][C:25](=[O:31])[O:26][C:27]([CH3:30])([CH3:29])[CH3:28])[CH3:23])=[N:7][CH:6]=1)#[N:9]. (4) Given the reactants [C:1](#[N:5])[CH2:2][C:3]#[N:4].Br[CH2:7][CH2:8][O:9][CH2:10][CH2:11]Br.CC([O-])(C)C.[K+], predict the reaction product. The product is: [O:9]1[CH2:10][CH2:11][C:2]([C:1]#[N:5])([C:3]#[N:4])[CH2:7][CH2:8]1. (5) Given the reactants C([O:8][C:9]1[CH:14]=[CH:13][C:12]([C:15]2[C:23]3[C:18](=[N:19][CH:20]=[CH:21][N:22]=3)[N:17]([CH2:24][CH3:25])[N:16]=2)=[CH:11][CH:10]=1)C1C=CC=CC=1, predict the reaction product. The product is: [CH2:24]([N:17]1[C:18]2=[N:19][CH:20]=[CH:21][N:22]=[C:23]2[C:15]([C:12]2[CH:13]=[CH:14][C:9]([OH:8])=[CH:10][CH:11]=2)=[N:16]1)[CH3:25]. (6) Given the reactants [CH2:1]([O:8][C:9]([NH:11][C:12]1[C:13]([C:19]([O:21][CH3:22])=[O:20])=[C:14](Br)[S:15][C:16]=1[Br:17])=[O:10])[C:2]1[CH:7]=[CH:6][CH:5]=[CH:4][CH:3]=1.[CH3:23][O:24][C:25]1[N:26]=[CH:27][C:28](B(O)O)=[N:29][CH:30]=1, predict the reaction product. The product is: [CH2:1]([O:8][C:9]([NH:11][C:12]1[C:13]([C:19]([O:21][CH3:22])=[O:20])=[C:14]([C:28]2[CH:27]=[N:26][C:25]([O:24][CH3:23])=[CH:30][N:29]=2)[S:15][C:16]=1[Br:17])=[O:10])[C:2]1[CH:7]=[CH:6][CH:5]=[CH:4][CH:3]=1. (7) Given the reactants [Cl:1][C:2]1[CH:3]=[C:4]2[C:8](=[CH:9][CH:10]=1)[NH:7][CH:6]=[C:5]2[CH2:11][CH2:12][NH:13][C:14](=[O:22])[C:15]1[CH:20]=[CH:19][CH:18]=[C:17](I)[CH:16]=1.[CH3:23][O:24][C:25]1[CH:26]=[C:27](B(O)O)[CH:28]=[CH:29][CH:30]=1.C(=O)([O-])[O-].[Na+].[Na+], predict the reaction product. The product is: [Cl:1][C:2]1[CH:3]=[C:4]2[C:8](=[CH:9][CH:10]=1)[NH:7][CH:6]=[C:5]2[CH2:11][CH2:12][NH:13][C:14]([C:15]1[CH:16]=[C:17]([C:29]2[CH:28]=[CH:27][CH:26]=[C:25]([O:24][CH3:23])[CH:30]=2)[CH:18]=[CH:19][CH:20]=1)=[O:22].